This data is from Forward reaction prediction with 1.9M reactions from USPTO patents (1976-2016). The task is: Predict the product of the given reaction. (1) The product is: [NH:22]1[C:23]2[C:19](=[C:18]([NH:17][C:16]3[C:15]([C:27]#[N:28])=[CH:14][N:13]=[C:12]4[S:29][C:9]([C:6]5[CH:5]=[CH:4][C:3]([CH2:1][N:41]6[CH2:42][CH2:43][N:38]([CH3:37])[CH2:39][CH2:40]6)=[CH:8][CH:7]=5)=[CH:10][C:11]=34)[CH:26]=[CH:25][CH:24]=2)[CH:20]=[CH:21]1. Given the reactants [CH:1]([C:3]1[CH:8]=[CH:7][C:6]([C:9]2[S:29][C:12]3=[N:13][CH:14]=[C:15]([C:27]#[N:28])[C:16]([NH:17][C:18]4[CH:26]=[CH:25][CH:24]=[C:23]5[C:19]=4[CH:20]=[CH:21][NH:22]5)=[C:11]3[CH:10]=2)=[CH:5][CH:4]=1)=O.CN1C(=O)CCC1.[CH3:37][N:38]1[CH2:43][CH2:42][NH:41][CH2:40][CH2:39]1.C(O[BH-](OC(=O)C)OC(=O)C)(=O)C.[Na+], predict the reaction product. (2) Given the reactants [CH2:1]([O:8][C:9]1[CH:18]=[C:17]2[C:12]([C:13]([O:19][C:20]3[CH:25]=[CH:24][C:23]([NH2:26])=[CH:22][CH:21]=3)=[CH:14][CH:15]=[N:16]2)=[CH:11][C:10]=1[O:27][CH3:28])[C:2]1[CH:7]=[CH:6][CH:5]=[CH:4][CH:3]=1.[F:29][C:30]([F:41])([F:40])[C:31]1[CH:36]=[CH:35][C:34]([N:37]=[C:38]=[O:39])=[CH:33][CH:32]=1, predict the reaction product. The product is: [CH2:1]([O:8][C:9]1[CH:18]=[C:17]2[C:12]([C:13]([O:19][C:20]3[CH:25]=[CH:24][C:23]([NH:26][C:38]([NH:37][C:34]4[CH:33]=[CH:32][C:31]([C:30]([F:29])([F:40])[F:41])=[CH:36][CH:35]=4)=[O:39])=[CH:22][CH:21]=3)=[CH:14][CH:15]=[N:16]2)=[CH:11][C:10]=1[O:27][CH3:28])[C:2]1[CH:7]=[CH:6][CH:5]=[CH:4][CH:3]=1. (3) Given the reactants O=P(Cl)(Cl)Cl.[CH3:6][C:7](=[N:10][NH:11][C:12](N)=O)[CH2:8][CH3:9].[OH-].[Na+].CN([CH:20]=[O:21])C, predict the reaction product. The product is: [CH2:8]([C:7]1[C:6]([CH:20]=[O:21])=[CH:12][NH:11][N:10]=1)[CH3:9]. (4) Given the reactants FC(F)(F)C(O)=O.[NH2:8][C@H:9]([C:19]1[C:24]([C:25]2[CH:26]=[C:27]([CH:31]=[CH:32][CH:33]=2)[C:28]([NH2:30])=[O:29])=[CH:23][CH:22]=[CH:21][N:20]=1)[CH2:10][C:11]1[CH:16]=[C:15]([F:17])[CH:14]=[C:13]([F:18])[CH:12]=1.[Cl:34][C:35]1[N:36]=[CH:37][C:38]2[CH:43]=[CH:42][N:41]([CH2:44][C:45](OCC)=[O:46])[C:39]=2[N:40]=1, predict the reaction product. The product is: [Cl:34][C:35]1[N:36]=[CH:37][C:38]2[CH:43]=[CH:42][N:41]([CH2:44][C:45]([NH:8][C@H:9]([C:19]3[C:24]([C:25]4[CH:26]=[C:27]([CH:31]=[CH:32][CH:33]=4)[C:28]([NH2:30])=[O:29])=[CH:23][CH:22]=[CH:21][N:20]=3)[CH2:10][C:11]3[CH:12]=[C:13]([F:18])[CH:14]=[C:15]([F:17])[CH:16]=3)=[O:46])[C:39]=2[N:40]=1. (5) The product is: [CH2:2]([O:4][C:5]([C:7]1([CH3:21])[C:12](=[O:13])[CH2:11][CH2:10][N:9]([CH2:14][C:15]2[CH:16]=[CH:17][CH:18]=[CH:19][CH:20]=2)[CH2:8]1)=[O:6])[CH3:3]. Given the reactants Cl.[CH2:2]([O:4][C:5]([CH:7]1[C:12](=[O:13])[CH2:11][CH2:10][N:9]([CH2:14][C:15]2[CH:20]=[CH:19][CH:18]=[CH:17][CH:16]=2)[CH2:8]1)=[O:6])[CH3:3].[CH2:21]1COCC1.[OH-].[K+].CI, predict the reaction product. (6) Given the reactants Br[C:2]1[N:3]=[CH:4][N:5]([C:7]2[CH:12]=[CH:11][C:10]([O:13][C:14]([F:17])([F:16])[F:15])=[CH:9][CH:8]=2)[CH:6]=1.[CH:18]([C:20]1[CH:25]=[CH:24][C:23]([O:26][CH3:27])=[CH:22][C:21]=1B(O)O)=[O:19].C([O-])(O)=O.[Na+].COCCOC.O, predict the reaction product. The product is: [CH3:27][O:26][C:23]1[CH:24]=[CH:25][C:20]([CH:18]=[O:19])=[C:21]([C:2]2[N:3]=[CH:4][N:5]([C:7]3[CH:12]=[CH:11][C:10]([O:13][C:14]([F:17])([F:16])[F:15])=[CH:9][CH:8]=3)[CH:6]=2)[CH:22]=1. (7) Given the reactants [F:1][C:2]([F:21])([F:20])[C:3](OS(C)(=O)=O)([C:5]1[CH:10]=[CH:9][C:8]([O:11][CH2:12][O:13][CH3:14])=[CH:7][N:6]=1)[CH3:4].[CH3:22][Al](C)C.O, predict the reaction product. The product is: [CH3:14][O:13][CH2:12][O:11][C:8]1[CH:9]=[CH:10][C:5]([C:3]([CH3:22])([CH3:4])[C:2]([F:21])([F:20])[F:1])=[N:6][CH:7]=1.